From a dataset of Reaction yield outcomes from USPTO patents with 853,638 reactions. Predict the reaction yield, written as a fraction of the theoretical maximum amount of product (1.0 means a 100% yield; for example, 0.34 means a 34% yield). (1) The reactants are Cl[C:2](=[N:10][N:11]=[C:12](Cl)[C:13]1[CH:18]=[CH:17][CH:16]=[CH:15][CH:14]=1)[C:3]1[CH:8]=[CH:7][CH:6]=[CH:5][C:4]=1[CH3:9].[CH3:20][C:21]1[CH:27]=[CH:26][CH:25]=[C:24]([CH3:28])[C:22]=1[NH2:23].CN(C)C1C=CC=CC=1.Cl. The catalyst is ClCCl. The product is [CH3:9][C:4]1[CH:5]=[CH:6][CH:7]=[CH:8][C:3]=1[C:2]1[N:23]([C:22]2[C:24]([CH3:28])=[CH:25][CH:26]=[CH:27][C:21]=2[CH3:20])[C:12]([C:13]2[CH:18]=[CH:17][CH:16]=[CH:15][CH:14]=2)=[N:11][N:10]=1. The yield is 0.310. (2) The reactants are [S:1]1[CH:5]=[CH:4][C:3]2=[CH:6][C:7]3[S:8][CH:9]=[CH:10][C:11]=3[CH:12]=[C:2]12.[CH2:13]([Li])[CH2:14][CH2:15][CH3:16].[CH2:18]([Sn:22](Cl)([CH2:27][CH2:28][CH2:29][CH3:30])[CH2:23][CH2:24][CH2:25][CH3:26])[CH2:19][CH2:20][CH3:21].CC[CH2:34][CH2:35][CH2:36][CH3:37]. The catalyst is C1COCC1. The product is [CH2:13]([Sn:22]([CH2:34][CH2:35][CH2:36][CH3:37])([CH2:18][CH2:19][CH2:20][CH3:21])[C:5]1[S:1][C:2]2=[CH:12][C:11]3[CH:10]=[C:9]([Sn:22]([CH2:27][CH2:28][CH2:29][CH3:30])([CH2:23][CH2:24][CH2:25][CH3:26])[CH2:18][CH2:19][CH2:20][CH3:21])[S:8][C:7]=3[CH:6]=[C:3]2[CH:4]=1)[CH2:14][CH2:15][CH3:16]. The yield is 0.420. (3) The reactants are [NH2:1][C:2]1[CH:7]=[CH:6][CH:5]=[CH:4][C:3]=1/[C:8](=[N:10]/[OH:11])/[CH3:9].C([O-])([O-])=O.[K+].[K+].Cl[CH2:19][CH2:20][CH2:21][OH:22]. The catalyst is C(#N)C. The product is [OH:22][CH2:21][CH2:20][CH2:19][O:11]/[N:10]=[C:8](/[C:3]1[CH:4]=[CH:5][CH:6]=[CH:7][C:2]=1[NH2:1])\[CH3:9]. The yield is 0.810. (4) The reactants are [O:1]=[C:2]1[CH:10]([CH2:11][CH2:12][N:13]2[C:21](=[O:22])[C:20]3[C:15](=[CH:16][CH:17]=[CH:18][CH:19]=3)[C:14]2=[O:23])[C:9]2[C:4](=[CH:5][CH:6]=[CH:7][CH:8]=2)[NH:3]1.C(=O)([O-])[O-].[Na+].[Na+].[C:30](O[C:30]([O:31][C:32]([CH3:35])([CH3:34])[CH3:33])=[O:36])(=[O:36])[O:31][C:32]([CH3:35])([CH3:34])[CH3:33].O. The catalyst is C1COCC1. The product is [O:23]=[C:14]1[C:15]2[C:20](=[CH:19][CH:18]=[CH:17][CH:16]=2)[C:21](=[O:22])[N:13]1[CH2:12][CH2:11][CH:10]1[C:9]2[C:4](=[CH:5][CH:6]=[CH:7][CH:8]=2)[N:3]([C:30]([O:31][C:32]([CH3:35])([CH3:34])[CH3:33])=[O:36])[C:2]1=[O:1]. The yield is 0.580. (5) The reactants are Br.[N+:2]([C:5]1[CH:10]=[CH:9][C:8]([CH2:11][C@@H:12]([C:14]2[N:15]=[C:16]([C:19]3[CH:24]=[CH:23][CH:22]=[CH:21][CH:20]=3)[S:17][CH:18]=2)[NH2:13])=[CH:7][CH:6]=1)([O-:4])=[O:3].C([O-])([O-])=O.[Ca+2].C(Cl)(Cl)(Cl)Cl.[C:35](Cl)(Cl)=[S:36]. The catalyst is O.C(Cl)Cl. The product is [N:13]([C@H:12]([C:14]1[N:15]=[C:16]([C:19]2[CH:20]=[CH:21][CH:22]=[CH:23][CH:24]=2)[S:17][CH:18]=1)[CH2:11][C:8]1[CH:7]=[CH:6][C:5]([N+:2]([O-:4])=[O:3])=[CH:10][CH:9]=1)=[C:35]=[S:36]. The yield is 0.730. (6) The reactants are [C:1]([OH:7])(=[O:6])[CH2:2][C:3]([OH:5])=[O:4].[CH:8]1([CH3:18])[CH2:13][CH2:12][CH:11]([CH:14]([CH3:16])[CH3:15])[CH:10](O)[CH2:9]1.S(=O)(=O)(O)O.O. The catalyst is C1(C)C=CC=CC=1. The product is [C:1]([O:7][CH:10]1[CH:11]([CH:14]([CH3:16])[CH3:15])[CH2:12][CH2:13][CH:8]([CH3:18])[CH2:9]1)(=[O:6])[CH2:2][C:3]([O:5][CH:10]1[CH:11]([CH:14]([CH3:16])[CH3:15])[CH2:12][CH2:13][CH:8]([CH3:18])[CH2:9]1)=[O:4]. The yield is 0.760. (7) The reactants are F[C:2]1[CH:9]=[CH:8][C:5]([CH:6]=[O:7])=[CH:4][CH:3]=1.[F:10][C:11]([F:20])([F:19])[C:12]1[N:17]=[CH:16][C:15]([OH:18])=[CH:14][N:13]=1.C([O-])([O-])=O.[K+].[K+]. The catalyst is CN(C=O)C. The product is [F:20][C:11]([F:10])([F:19])[C:12]1[N:13]=[CH:14][C:15]([O:18][C:2]2[CH:9]=[CH:8][C:5]([CH:6]=[O:7])=[CH:4][CH:3]=2)=[CH:16][N:17]=1. The yield is 0.716.